This data is from Reaction yield outcomes from USPTO patents with 853,638 reactions. The task is: Predict the reaction yield, written as a fraction of the theoretical maximum amount of product (1.0 means a 100% yield; for example, 0.34 means a 34% yield). (1) The reactants are Br[C:2]1[S:6][C:5]([CH:7]=[O:8])=[CH:4][CH:3]=1.[CH2:9]([NH:11][CH2:12][CH3:13])[CH3:10]. The catalyst is O. The product is [CH2:9]([N:11]([CH2:12][CH3:13])[C:2]1[S:6][C:5]([CH:7]=[O:8])=[CH:4][CH:3]=1)[CH3:10]. The yield is 0.540. (2) The reactants are [S:1]1[C:5]2[CH:6]=[CH:7][CH:8]=[CH:9][C:4]=2[C:3](B(O)O)=[CH:2]1.Cl[C:14]1[N:18]([CH3:19])[N:17]=[C:16]([CH3:20])[C:15]=1[CH:21]=[O:22].C(=O)([O-])[O-].[Na+].[Na+].COCCOC. The catalyst is C1C=CC([P]([Pd]([P](C2C=CC=CC=2)(C2C=CC=CC=2)C2C=CC=CC=2)([P](C2C=CC=CC=2)(C2C=CC=CC=2)C2C=CC=CC=2)[P](C2C=CC=CC=2)(C2C=CC=CC=2)C2C=CC=CC=2)(C2C=CC=CC=2)C2C=CC=CC=2)=CC=1.O. The product is [S:1]1[C:5]2[CH:6]=[CH:7][CH:8]=[CH:9][C:4]=2[C:3]([C:14]2[N:18]([CH3:19])[N:17]=[C:16]([CH3:20])[C:15]=2[CH:21]=[O:22])=[CH:2]1. The yield is 0.420. (3) The reactants are [F:1][C:2]1[CH:11]=[C:10]([O:12][CH:13]([CH3:15])[CH3:14])[CH:9]=[CH:8][C:3]=1[C:4]([O:6]C)=[O:5].[OH-].[Li+]. The catalyst is C1COCC1.O. The product is [F:1][C:2]1[CH:11]=[C:10]([O:12][CH:13]([CH3:15])[CH3:14])[CH:9]=[CH:8][C:3]=1[C:4]([OH:6])=[O:5]. The yield is 0.670.